The task is: Predict the reaction yield, written as a fraction of the theoretical maximum amount of product (1.0 means a 100% yield; for example, 0.34 means a 34% yield).. This data is from Reaction yield outcomes from USPTO patents with 853,638 reactions. (1) The reactants are [CH3:1][O:2][C:3]([C:5]1[S:6][C:7]([C:13](=[O:30])[CH2:14][C:15]([C:21]2[CH:26]=[C:25]([Cl:27])[C:24]([F:28])=[C:23]([Cl:29])[CH:22]=2)(O)[C:16]([F:19])([F:18])[F:17])=[C:8]2[CH2:12][CH2:11][CH2:10][C:9]=12)=[O:4].O=S(Cl)Cl.N1C=CC=CC=1. The product is [CH3:1][O:2][C:3]([C:5]1[S:6][C:7]([C:13](=[O:30])[CH:14]=[C:15]([C:21]2[CH:26]=[C:25]([Cl:27])[C:24]([F:28])=[C:23]([Cl:29])[CH:22]=2)[C:16]([F:19])([F:18])[F:17])=[C:8]2[CH2:12][CH2:11][CH2:10][C:9]=12)=[O:4]. The yield is 1.00. The catalyst is C(Cl)Cl. (2) The reactants are [Br:1][C:2]1[CH:10]=[C:9]2[C:5]([C:6]([CH2:11][CH3:12])=[N:7][NH:8]2)=[CH:4][CH:3]=1.[O:13]1[CH:18]=[CH:17][CH2:16][CH2:15][CH2:14]1.C1(C)C=CC(S(O)(=O)=O)=CC=1. The yield is 0.732. The product is [Br:1][C:2]1[CH:10]=[C:9]2[C:5]([C:6]([CH2:11][CH3:12])=[N:7][N:8]2[CH:14]2[CH2:15][CH2:16][CH2:17][CH2:18][O:13]2)=[CH:4][CH:3]=1. The catalyst is O1CCCC1.